This data is from Catalyst prediction with 721,799 reactions and 888 catalyst types from USPTO. The task is: Predict which catalyst facilitates the given reaction. Reactant: B(Br)(Br)Br.[CH2:5]([O:7][C:8]([C:10]1[CH:27]=[CH:26][C:13]2[S:14][C:15]([C:17]3[CH:22]=[CH:21][C:20]([O:23]C)=[CH:19][C:18]=3[CH3:25])=[CH:16][C:12]=2[CH:11]=1)=[O:9])[CH3:6].O.C(Cl)(=O)C. Product: [CH2:5]([O:7][C:8]([C:10]1[CH:27]=[CH:26][C:13]2[S:14][C:15]([C:17]3[CH:22]=[CH:21][C:20]([OH:23])=[CH:19][C:18]=3[CH3:25])=[CH:16][C:12]=2[CH:11]=1)=[O:9])[CH3:6]. The catalyst class is: 96.